From a dataset of CYP2C19 inhibition data for predicting drug metabolism from PubChem BioAssay. Regression/Classification. Given a drug SMILES string, predict its absorption, distribution, metabolism, or excretion properties. Task type varies by dataset: regression for continuous measurements (e.g., permeability, clearance, half-life) or binary classification for categorical outcomes (e.g., BBB penetration, CYP inhibition). Dataset: cyp2c19_veith. (1) The compound is c1ccc(C2CC2)c(OCC2=NCCN2)c1. The result is 0 (non-inhibitor). (2) The compound is CNC(=S)NNC(=O)COc1ccccc1C. The result is 0 (non-inhibitor). (3) The compound is Oc1c(Cl)cc(C(c2cc(Cl)c(O)c(Cl)c2)C(c2cc(Cl)c(O)c(Cl)c2)c2cc(Cl)c(O)c(Cl)c2)cc1Cl. The result is 1 (inhibitor). (4) The compound is CC1CCCN(C(C(=O)Nc2ccc3c(c2)OCCO3)c2ccccc2)C1. The result is 1 (inhibitor). (5) The molecule is O=C(NCc1ccc2c(c1)OCO2)c1cc(-c2ccc(Cl)cc2Cl)on1. The result is 0 (non-inhibitor). (6) The molecule is CCC1CC[N+]2(C)CCC3=C(CCC3)C2(C)C1.[I-]. The result is 0 (non-inhibitor).